Dataset: Full USPTO retrosynthesis dataset with 1.9M reactions from patents (1976-2016). Task: Predict the reactants needed to synthesize the given product. Given the product [F:1][C:2]([F:7])([F:6])[C:3]([OH:5])=[O:4].[CH3:8][O:9][C:10]1[C:11]([CH2:28][N:29]([CH3:30])[CH3:31])=[C:12]2[C:16](=[CH:17][CH:18]=1)[NH:15][CH:14]=[CH:13]2, predict the reactants needed to synthesize it. The reactants are: [F:1][C:2]([F:7])([F:6])[C:3]([OH:5])=[O:4].[CH3:8][O:9][C:10]1[C:11]([CH2:28][N:29]([CH3:31])[CH3:30])=[C:12]2[C:16](=[CH:17][CH:18]=1)[N:15](S(C1C=CC=CC=1)(=O)=O)[CH:14]=[CH:13]2.[OH-].[Na+].